From a dataset of Reaction yield outcomes from USPTO patents with 853,638 reactions. Predict the reaction yield, written as a fraction of the theoretical maximum amount of product (1.0 means a 100% yield; for example, 0.34 means a 34% yield). (1) The reactants are [Cl:1][C:2]1[CH:3]=[CH:4][C:5]([N:13]2[CH:17]=[N:16][N:15]=[N:14]2)=[C:6](/[CH:8]=[CH:9]/[C:10]([OH:12])=[O:11])[CH:7]=1.[H-].[Na+].[CH3:20]OP(CC(OC)=O)(OC)=O.ClC1C=CC(N2C=NN=N2)=C(C=1)C=O.[Cl-].[NH4+]. The catalyst is C1COCC1.CCOC(C)=O. The product is [CH3:20][O:11][C:10](=[O:12])/[CH:9]=[CH:8]/[C:6]1[CH:7]=[C:2]([Cl:1])[CH:3]=[CH:4][C:5]=1[N:13]1[CH:17]=[N:16][N:15]=[N:14]1. The yield is 0.570. (2) The reactants are Cl[C:2]1[C:11]2[C:6](=[CH:7][CH:8]=[CH:9][CH:10]=2)[N:5]=[C:4]([C:12]([C:14]2[CH:19]=[CH:18][C:17]([F:20])=[CH:16][CH:15]=2)=[O:13])[N:3]=1.[NH2:21][C:22]1[CH:26]=[C:25]([C:27]#[N:28])[NH:24][N:23]=1.CO. The catalyst is CN(C=O)C. The product is [F:20][C:17]1[CH:18]=[CH:19][C:14]([C:12]([C:4]2[N:3]=[C:2]([NH:21][C:22]3[CH:26]=[C:25]([C:27]#[N:28])[NH:24][N:23]=3)[C:11]3[C:6](=[CH:7][CH:8]=[CH:9][CH:10]=3)[N:5]=2)=[O:13])=[CH:15][CH:16]=1. The yield is 0.234. (3) The reactants are [CH3:1][C:2]1[CH:6]=[C:5]([NH:7][C:8]2[N:9]=[C:10]([NH:17][C@@H:18]3[CH2:22][CH2:21][NH:20][CH2:19]3)[C:11]3[S:16][CH:15]=[CH:14][C:12]=3[N:13]=2)[S:4][N:3]=1.C(N(CC)CC)C.[C:30](Cl)(=[O:33])[CH:31]=[CH2:32]. The catalyst is ClCCl. The product is [CH3:1][C:2]1[CH:6]=[C:5]([NH:7][C:8]2[N:9]=[C:10]([NH:17][C@@H:18]3[CH2:22][CH2:21][N:20]([C:30](=[O:33])[CH:31]=[CH2:32])[CH2:19]3)[C:11]3[S:16][CH:15]=[CH:14][C:12]=3[N:13]=2)[S:4][N:3]=1. The yield is 0.479. (4) The reactants are [C:1]([O:4][C:5]1[C:10]([O:11][CH3:12])=[CH:9][CH:8]=[CH:7][C:6]=1[CH:13]=[O:14])(=[O:3])[CH3:2].[N+:15]([O-])([O-:17])=[O:16].[K+]. The catalyst is C(Cl)(Cl)Cl.FC(F)(F)C(OC(=O)C(F)(F)F)=O.O. The product is [C:1]([O:4][C:5]1[C:6]([CH:13]=[O:14])=[CH:7][CH:8]=[C:9]([N+:15]([O-:17])=[O:16])[C:10]=1[O:11][CH3:12])(=[O:3])[CH3:2]. The yield is 0.450. (5) The reactants are C[O:2][C:3]1[N:8]=[C:7]([CH2:9][CH2:10][NH2:11])[CH:6]=[CH:5][CH:4]=1.[ClH:12].COC1CCCC1.[C:20]([O:24][CH2:25][CH3:26])(=[O:23])[CH:21]=O.C1(C)C=CC=CC=1. The catalyst is CCO. The product is [ClH:12].[OH:2][C:3]1[CH:4]=[CH:5][C:6]2[CH:21]([C:20]([O:24][CH2:25][CH3:26])=[O:23])[NH:11][CH2:10][CH2:9][C:7]=2[N:8]=1. The yield is 0.820. (6) The reactants are [N:1]1[C:10]2[C:5](=[CH:6][CH:7]=[CH:8][CH:9]=2)[C:4]([NH:11][CH2:12][CH2:13][O:14][C:15]2[CH:24]=[C:23]3[C:18]([CH:19]=[N:20][C:21](=O)[NH:22]3)=[CH:17][CH:16]=2)=[CH:3][CH:2]=1.[C:26]1([CH2:32][CH2:33][CH2:34][NH2:35])[CH:31]=[CH:30][CH:29]=[CH:28][CH:27]=1. The catalyst is CN(C=O)C. The product is [C:26]1([CH2:32][CH2:33][CH2:34][NH:35][C:19]2[C:18]3[C:23](=[CH:24][C:15]([O:14][CH2:13][CH2:12][NH:11][C:4]4[C:5]5[C:10](=[CH:9][CH:8]=[CH:7][CH:6]=5)[N:1]=[CH:2][CH:3]=4)=[CH:16][CH:17]=3)[N:22]=[CH:21][N:20]=2)[CH:31]=[CH:30][CH:29]=[CH:28][CH:27]=1. The yield is 0.450. (7) The reactants are [F:1][C:2]1[CH:7]=[CH:6][C:5]([OH:8])=[CH:4][C:3]=1[NH:9][C:10](=[O:16])[O:11][C:12]([CH3:15])([CH3:14])[CH3:13].Br[C:18]1[CH:19]=[CH:20][C:21]([N+:24]([O-:26])=[O:25])=[N:22][CH:23]=1.C(=O)([O-])[O-].[Cs+].[Cs+]. The catalyst is CN(C)C=O. The product is [F:1][C:2]1[CH:7]=[CH:6][C:5]([O:8][C:18]2[CH:23]=[N:22][C:21]([N+:24]([O-:26])=[O:25])=[CH:20][CH:19]=2)=[CH:4][C:3]=1[NH:9][C:10](=[O:16])[O:11][C:12]([CH3:13])([CH3:15])[CH3:14]. The yield is 0.500. (8) The reactants are [Cl:1][C:2]1[C:7]([Cl:8])=[CH:6][N:5]=[C:4]([N:9]=[C:10]=S)[CH:3]=1.C(N(CC)CC)C.Cl.Cl.[NH2:21][CH2:22][C@@:23]1([OH:31])[CH:28]2[CH2:29][CH2:30][N:25]([CH2:26][CH2:27]2)[CH2:24]1.C(N=C=NC(C)C)(C)C. The catalyst is CN(C)C=O. The product is [Cl:1][C:2]1[C:7]([Cl:8])=[CH:6][N:5]=[C:4]([NH:9][C:10]2[O:31][C@:23]3([CH2:22][N:21]=2)[CH:28]2[CH2:29][CH2:30][N:25]([CH2:26][CH2:27]2)[CH2:24]3)[CH:3]=1. The yield is 0.220. (9) The reactants are [NH2:1][C:2]1[C:11]2[C:6](=[C:7](I)[C:8]([F:12])=[CH:9][CH:10]=2)[N:5]=[N:4][C:3]=1[C:14]([NH:16][CH2:17][CH2:18][CH3:19])=[O:15].[F:20][C:21]1[CH:26]=[C:25]([O:27][CH3:28])[CH:24]=[CH:23][C:22]=1B(O)O. No catalyst specified. The product is [NH2:1][C:2]1[C:11]2[C:6](=[C:7]([C:22]3[CH:23]=[CH:24][C:25]([O:27][CH3:28])=[CH:26][C:21]=3[F:20])[C:8]([F:12])=[CH:9][CH:10]=2)[N:5]=[N:4][C:3]=1[C:14]([NH:16][CH2:17][CH2:18][CH3:19])=[O:15]. The yield is 0.670. (10) The reactants are [CH3:1][NH:2][C:3]([C:5]1[CH:10]=[CH:9][C:8]([NH:11][C:12](=[O:28])[C:13]2[CH:18]=[CH:17][CH:16]=[C:15](B3OC(C)(C)C(C)(C)O3)[CH:14]=2)=[CH:7][CH:6]=1)=[O:4].[Br:29][C:30]1[C:31]2[N:32]([N:37]=[CH:38][N:39]=2)[CH:33]=[C:34](I)[CH:35]=1.C([O-])([O-])=O.[Na+].[Na+].O. The catalyst is O1CCOCC1.C1C=CC([P]([Pd]([P](C2C=CC=CC=2)(C2C=CC=CC=2)C2C=CC=CC=2)([P](C2C=CC=CC=2)(C2C=CC=CC=2)C2C=CC=CC=2)[P](C2C=CC=CC=2)(C2C=CC=CC=2)C2C=CC=CC=2)(C2C=CC=CC=2)C2C=CC=CC=2)=CC=1. The product is [Br:29][C:30]1[C:31]2[N:32]([N:37]=[CH:38][N:39]=2)[CH:33]=[C:34]([C:15]2[CH:14]=[C:13]([CH:18]=[CH:17][CH:16]=2)[C:12]([NH:11][C:8]2[CH:7]=[CH:6][C:5]([C:3](=[O:4])[NH:2][CH3:1])=[CH:10][CH:9]=2)=[O:28])[CH:35]=1. The yield is 0.800.